This data is from Forward reaction prediction with 1.9M reactions from USPTO patents (1976-2016). The task is: Predict the product of the given reaction. (1) Given the reactants [C:1]([C:3]([C:6]1[CH:7]=[C:8]([CH:11]=[C:12]([C:14]([C:17]#[N:18])([CH3:16])[CH3:15])[CH:13]=1)[CH2:9]Br)([CH3:5])[CH3:4])#[N:2].[NH:19]1[CH:23]=[N:22][CH:21]=[N:20]1, predict the reaction product. The product is: [CH3:4][C:3]([C:6]1[CH:7]=[C:8]([CH2:9][N:19]2[N:20]=[CH:21][N:22]=[CH:23]2)[CH:11]=[C:12]([C:14]([C:17]#[N:18])([CH3:16])[CH3:15])[CH:13]=1)([C:1]#[N:2])[CH3:5]. (2) The product is: [CH2:1]([C:7]1[C:11]([CH3:12])=[CH:10][CH2:9][C:8]=1[CH3:15])[C:2]1[C:3]([CH3:4])=[CH:2][CH2:1][C:3]=1[CH3:4]. Given the reactants [CH2:1]([Li])[CH2:2][CH2:3][CH3:4].Br[C:7]1[C:11](OC)([CH3:12])[CH2:10][CH2:9][C:8]=1[CH3:15].O, predict the reaction product. (3) Given the reactants [O:1](C)[S:2]([C:5]([F:8])([F:7])[F:6])(=[O:4])=[O:3].[CH3:10][N:11]1[CH:15]=[CH:14][N:13]=[CH:12]1, predict the reaction product. The product is: [F:6][C:5]([F:8])([F:7])[S:2]([O-:4])(=[O:3])=[O:1].[CH3:10][N+:11]1[CH:15]=[CH:14][N:13]([CH3:5])[CH:12]=1. (4) Given the reactants [C:1]([O:5][C:6](=[O:27])[N:7]([CH2:20][C:21]1[CH:26]=[CH:25][CH:24]=[CH:23][CH:22]=1)[CH2:8][C:9]1[CH:14]=[CH:13][C:12]([N+:15]([O-])=O)=[C:11]([O:18][CH3:19])[CH:10]=1)([CH3:4])([CH3:3])[CH3:2].[NH4+].[Cl-], predict the reaction product. The product is: [C:1]([O:5][C:6](=[O:27])[N:7]([CH2:8][C:9]1[CH:14]=[CH:13][C:12]([NH2:15])=[C:11]([O:18][CH3:19])[CH:10]=1)[CH2:20][C:21]1[CH:26]=[CH:25][CH:24]=[CH:23][CH:22]=1)([CH3:4])([CH3:3])[CH3:2].